The task is: Predict which catalyst facilitates the given reaction.. This data is from Catalyst prediction with 721,799 reactions and 888 catalyst types from USPTO. (1) Reactant: [F:1][C:2]([F:35])([F:34])[C:3]1[CH:33]=[CH:32][C:6]([O:7][CH:8]([C:26]2[CH:31]=[CH:30][CH:29]=[CH:28][CH:27]=2)[CH2:9][CH2:10][N:11]([CH3:25])[C:12]([CH2:14][CH2:15][CH2:16][NH:17]C(=O)OC(C)(C)C)=[O:13])=[CH:5][CH:4]=1.[ClH:36]. Product: [ClH:36].[F:1][C:2]([F:34])([F:35])[C:3]1[CH:4]=[CH:5][C:6]([O:7][CH:8]([C:26]2[CH:27]=[CH:28][CH:29]=[CH:30][CH:31]=2)[CH2:9][CH2:10][N:11]([CH3:25])[C:12](=[O:13])[CH2:14][CH2:15][CH2:16][NH2:17])=[CH:32][CH:33]=1. The catalyst class is: 25. (2) Reactant: [Cl:1][C:2]1[N:10]=[C:9]2[C:5]([NH:6][CH:7]=[N:8]2)=[C:4](Cl)[N:3]=1.[F:12][C:13]([F:24])([F:23])[C:14]1[CH:22]=[C:21]2[C:17]([CH2:18][CH2:19][NH:20]2)=[CH:16][CH:15]=1. Product: [Cl:1][C:2]1[N:10]=[C:9]2[C:5]([N:6]=[CH:7][NH:8]2)=[C:4]([N:20]2[C:21]3[C:17](=[CH:16][CH:15]=[C:14]([C:13]([F:12])([F:23])[F:24])[CH:22]=3)[CH2:18][CH2:19]2)[N:3]=1. The catalyst class is: 51. (3) Reactant: [Cl:1][C:2]1[CH:3]=[CH:4][C:5]2[N:6]([C:8]([S:15]([NH2:18])(=[O:17])=[O:16])=[C:9]([C:11]([F:14])([F:13])[F:12])[N:10]=2)[N:7]=1.CO[CH:21](OC)[N:22]([CH3:24])[CH3:23]. Product: [Cl:1][C:2]1[CH:3]=[CH:4][C:5]2[N:6]([C:8]([S:15]([N:18]=[CH:21][N:22]([CH3:24])[CH3:23])(=[O:17])=[O:16])=[C:9]([C:11]([F:12])([F:14])[F:13])[N:10]=2)[N:7]=1. The catalyst class is: 11. (4) Reactant: [C:1](=[O:4])([O-])[O-].[Na+].[Na+].[CH2:7]([NH2:25])[CH2:8][CH2:9][CH2:10][CH2:11][CH2:12][CH2:13][CH2:14]/[CH:15]=[CH:16]\[CH2:17][CH2:18][CH2:19][CH2:20][CH2:21][CH2:22][CH2:23][CH3:24].O=C(Cl)OC(Cl)(Cl)Cl. Product: [CH2:7]([N:25]=[C:1]=[O:4])[CH2:8][CH2:9][CH2:10][CH2:11][CH2:12][CH2:13][CH2:14]/[CH:15]=[CH:16]\[CH2:17][CH2:18][CH2:19][CH2:20][CH2:21][CH2:22][CH2:23][CH3:24]. The catalyst class is: 2.